From a dataset of Full USPTO retrosynthesis dataset with 1.9M reactions from patents (1976-2016). Predict the reactants needed to synthesize the given product. (1) Given the product [C:23]([C:27]1[CH:28]=[CH:29][C:30]([CH2:33][CH2:34][C:35]([NH:1][CH2:2][C:3]2[CH:8]=[CH:7][C:6]([NH:9][S:10]([CH3:13])(=[O:12])=[O:11])=[C:5]([CH:14]=[CH2:15])[CH:4]=2)=[O:36])=[CH:31][CH:32]=1)([CH3:26])([CH3:24])[CH3:25], predict the reactants needed to synthesize it. The reactants are: [NH2:1][CH2:2][C:3]1[CH:8]=[CH:7][C:6]([NH:9][S:10]([CH3:13])(=[O:12])=[O:11])=[C:5]([CH:14]=[CH2:15])[CH:4]=1.C(N(CC)CC)C.[C:23]([C:27]1[CH:32]=[CH:31][C:30]([CH2:33][CH2:34][C:35](O)=[O:36])=[CH:29][CH:28]=1)([CH3:26])([CH3:25])[CH3:24].C[N+]1(C2N=C(OC)N=C(OC)N=2)CCOCC1.[Cl-]. (2) The reactants are: Br[CH2:2][CH2:3][CH2:4][CH2:5][O:6][C:7]1[CH:16]=[CH:15][CH:14]=[C:13]2[C:8]=1[CH2:9][CH2:10][CH2:11][CH:12]2[C:17]([N:19]([CH2:29][C:30]1[CH:31]=[N:32][N:33]([CH2:35][CH3:36])[CH:34]=1)[C:20]1[CH:25]=[CH:24][C:23]([CH:26]([CH3:28])[CH3:27])=[CH:22][CH:21]=1)=[O:18].Cl.[CH3:38][NH:39][CH3:40].C(=O)([O-])[O-].[K+].[K+]. Given the product [CH3:38][N:39]([CH3:40])[CH2:2][CH2:3][CH2:4][CH2:5][O:6][C:7]1[CH:16]=[CH:15][CH:14]=[C:13]2[C:8]=1[CH2:9][CH2:10][CH2:11][CH:12]2[C:17]([N:19]([CH2:29][C:30]1[CH:31]=[N:32][N:33]([CH2:35][CH3:36])[CH:34]=1)[C:20]1[CH:25]=[CH:24][C:23]([CH:26]([CH3:28])[CH3:27])=[CH:22][CH:21]=1)=[O:18], predict the reactants needed to synthesize it. (3) Given the product [C:14]([Si:11]([CH3:13])([CH3:12])[O:7][CH2:6][CH2:5][C:4]1[CH:3]=[C:2]([OH:1])[CH:10]=[CH:9][CH:8]=1)([CH3:17])([CH3:16])[CH3:15], predict the reactants needed to synthesize it. The reactants are: [OH:1][C:2]1[CH:3]=[C:4]([CH:8]=[CH:9][CH:10]=1)[CH2:5][CH2:6][OH:7].[Si:11](Cl)([C:14]([CH3:17])([CH3:16])[CH3:15])([CH3:13])[CH3:12].N1C=CC=CC=1. (4) Given the product [CH3:9][C:10]1([CH3:23])[C:14]([CH3:15])=[CH:13][CH2:12][CH:11]1[C:16]1[CH2:21][CH2:20][C:19]2([O:22][CH2:2]2)[CH2:18][CH:17]=1, predict the reactants needed to synthesize it. The reactants are: [I-].[CH3:2][S+](C)(C)=O.[H-].[Na+].[CH3:9][C:10]1([CH3:23])[C:14]([CH3:15])=[CH:13][CH2:12][CH:11]1[C:16]1[CH2:21][CH2:20][C:19](=[O:22])[CH2:18][CH:17]=1. (5) Given the product [F:1][C:2]1[CH:3]=[CH:4][C:5]([O:25][CH3:26])=[C:6]([C:8]2[C:9]3[CH2:10][CH2:11][N:12]([CH2:24][CH3:31])[CH2:13][C:14]=3[C:15]3[NH:20][C:19](=[O:21])[C:18](=[N:22][OH:23])[C:16]=3[CH:17]=2)[CH:7]=1, predict the reactants needed to synthesize it. The reactants are: [F:1][C:2]1[CH:3]=[CH:4][C:5]([O:25][CH3:26])=[C:6]([C:8]2[C:9]3[CH2:10][CH2:11][N:12]([CH3:24])[CH2:13][C:14]=3[C:15]3[NH:20][C:19](=[O:21])[C:18](=[N:22][OH:23])[C:16]=3[CH:17]=2)[CH:7]=1.S(OCC)(O[CH2:31]C)(=O)=O.BrC1C=CC([N+]([O-])=O)=C2C=1CCN(C)C2.